Dataset: Full USPTO retrosynthesis dataset with 1.9M reactions from patents (1976-2016). Task: Predict the reactants needed to synthesize the given product. (1) Given the product [C:24]([O:23][C:21]([NH:14][CH2:13][C@H:12]([NH:11][C:9]([O:8][CH2:1][C:2]1[CH:3]=[CH:4][CH:5]=[CH:6][CH:7]=1)=[O:10])[C:15]([OH:17])=[O:16])=[O:22])([CH3:27])([CH3:26])[CH3:25], predict the reactants needed to synthesize it. The reactants are: [CH2:1]([O:8][C:9]([NH:11][C@H:12]([C:15]([OH:17])=[O:16])[CH2:13][NH2:14])=[O:10])[C:2]1[CH:7]=[CH:6][CH:5]=[CH:4][CH:3]=1.O.[OH-].[Na+].[C:21](O[C:21]([O:23][C:24]([CH3:27])([CH3:26])[CH3:25])=[O:22])([O:23][C:24]([CH3:27])([CH3:26])[CH3:25])=[O:22]. (2) Given the product [N+:1]([C:4]1[CH:5]=[C:6]([CH:7]2[CH2:8][O:14]2)[CH:9]=[CH:10][CH:11]=1)([O-:3])=[O:2], predict the reactants needed to synthesize it. The reactants are: [N+:1]([C:4]1[CH:5]=[C:6]([CH:9]=[CH:10][CH:11]=1)[CH:7]=[CH2:8])([O-:3])=[O:2].CC1(C)O[C@H]2[C@@H]3OC(C)(C)O[C@]3(C(O)=O)O[C@H]2C[O:14]1.O.OO.NC(N)=O.